Dataset: Peptide-MHC class II binding affinity with 134,281 pairs from IEDB. Task: Regression. Given a peptide amino acid sequence and an MHC pseudo amino acid sequence, predict their binding affinity value. This is MHC class II binding data. The peptide sequence is VPKKKKDKDIPQSSE. The MHC is DRB1_0401 with pseudo-sequence DRB1_0401. The binding affinity (normalized) is 0.0742.